Dataset: NCI-60 drug combinations with 297,098 pairs across 59 cell lines. Task: Regression. Given two drug SMILES strings and cell line genomic features, predict the synergy score measuring deviation from expected non-interaction effect. (1) Drug 1: C1CN(CCN1C(=O)CCBr)C(=O)CCBr. Drug 2: CC(C)CN1C=NC2=C1C3=CC=CC=C3N=C2N. Cell line: HCT116. Synergy scores: CSS=48.5, Synergy_ZIP=-2.17, Synergy_Bliss=-3.55, Synergy_Loewe=0.824, Synergy_HSA=-2.61. (2) Drug 1: COC1=C(C=C2C(=C1)N=CN=C2NC3=CC(=C(C=C3)F)Cl)OCCCN4CCOCC4. Drug 2: CC1CCCC2(C(O2)CC(NC(=O)CC(C(C(=O)C(C1O)C)(C)C)O)C(=CC3=CSC(=N3)C)C)C. Cell line: TK-10. Synergy scores: CSS=30.1, Synergy_ZIP=0.664, Synergy_Bliss=0.841, Synergy_Loewe=0.461, Synergy_HSA=0.500.